Dataset: Full USPTO retrosynthesis dataset with 1.9M reactions from patents (1976-2016). Task: Predict the reactants needed to synthesize the given product. (1) Given the product [NH2:31][C:5]1[CH:4]=[CH:3][CH:2]=[C:11]2[C:6]=1[C:7](=[O:30])[C:8]([C:12]([NH:14][C:15]1[CH:20]=[C:19]([OH:21])[C:18]([C:22]([CH3:23])([CH3:24])[CH3:25])=[CH:17][C:16]=1[C:26]([CH3:29])([CH3:28])[CH3:27])=[O:13])=[CH:9][NH:10]2, predict the reactants needed to synthesize it. The reactants are: Br[C:2]1[CH:3]=[CH:4][C:5]([N+:31]([O-])=O)=[C:6]2[C:11]=1[NH:10][CH:9]=[C:8]([C:12]([NH:14][C:15]1[CH:20]=[C:19]([OH:21])[C:18]([C:22]([CH3:25])([CH3:24])[CH3:23])=[CH:17][C:16]=1[C:26]([CH3:29])([CH3:28])[CH3:27])=[O:13])[C:7]2=[O:30].Cl. (2) The reactants are: [CH3:1][O:2][C:3]1[CH:4]=[C:5]2[C:10](=[CH:11][C:12]=1[O:13][CH3:14])[N:9]=[C:8]([NH:15][C@H:16]1[CH2:21][CH2:20][C@H:19](O)[CH2:18][CH2:17]1)[CH:7]=[N:6]2.C1(P(C2C=CC=CC=2)C2C=CC=CC=2)C=CC=CC=1.N(C(OCC)=O)=NC(OCC)=O.[N+](C1C=CC(C(O)=O)=CC=1)([O-])=O. Given the product [CH:16]1([NH:15][C:8]2[CH:7]=[N:6][C:5]3[C:10](=[CH:11][C:12]([O:13][CH3:14])=[C:3]([O:2][CH3:1])[CH:4]=3)[N:9]=2)[CH2:21][CH2:20][CH:19]=[CH:18][CH2:17]1, predict the reactants needed to synthesize it.